From a dataset of NCI-60 drug combinations with 297,098 pairs across 59 cell lines. Regression. Given two drug SMILES strings and cell line genomic features, predict the synergy score measuring deviation from expected non-interaction effect. (1) Drug 1: CCCS(=O)(=O)NC1=C(C(=C(C=C1)F)C(=O)C2=CNC3=C2C=C(C=N3)C4=CC=C(C=C4)Cl)F. Drug 2: CN(C)C1=NC(=NC(=N1)N(C)C)N(C)C. Cell line: SF-268. Synergy scores: CSS=-5.78, Synergy_ZIP=3.29, Synergy_Bliss=3.01, Synergy_Loewe=-73.0, Synergy_HSA=-3.67. (2) Drug 1: CNC(=O)C1=CC=CC=C1SC2=CC3=C(C=C2)C(=NN3)C=CC4=CC=CC=N4. Drug 2: C1=C(C(=O)NC(=O)N1)F. Cell line: MCF7. Synergy scores: CSS=34.9, Synergy_ZIP=4.96, Synergy_Bliss=4.46, Synergy_Loewe=5.44, Synergy_HSA=6.29.